The task is: Predict the product of the given reaction.. This data is from Forward reaction prediction with 1.9M reactions from USPTO patents (1976-2016). The product is: [F:21][C:22]1[CH:23]=[C:24]([S:29]([C:4]2([CH2:7][O:8][C:9]3[CH:18]=[CH:17][CH:16]=[C:15]4[C:10]=3[C:11]([NH2:20])=[N:12][C:13]([NH2:19])=[N:14]4)[CH2:5][CH2:6][NH:1][CH2:2][CH2:3]2)(=[O:30])=[O:31])[CH:25]=[CH:26][C:27]=1[F:28]. Given the reactants [NH:1]1[CH2:6][CH2:5][CH:4]([CH2:7][O:8][C:9]2[CH:18]=[CH:17][CH:16]=[C:15]3[C:10]=2[C:11]([NH2:20])=[N:12][C:13]([NH2:19])=[N:14]3)[CH2:3][CH2:2]1.[F:21][C:22]1[CH:23]=[C:24]([S:29](Cl)(=[O:31])=[O:30])[CH:25]=[CH:26][C:27]=1[F:28], predict the reaction product.